Predict the reactants needed to synthesize the given product. From a dataset of Full USPTO retrosynthesis dataset with 1.9M reactions from patents (1976-2016). (1) Given the product [C:1]([O:5][C:6]([CH:8]1[NH:20][CH2:19][C:17]2=[C:18]3[C:13](=[C:14]([C:21]4[C:22](=[O:24])[NH:23][C:27](=[O:26])[C:28]=4[C:30]4[C:40]5=[C:41]6[C:36](=[CH:37][C:38]([F:42])=[CH:39]5)[C:35]([CH3:43])([CH3:44])[CH2:34][CH2:33][N:32]6[CH:31]=4)[CH:15]=[CH:16]2)[CH:12]=[CH:11][N:10]3[CH2:9]1)=[O:7])([CH3:4])([CH3:2])[CH3:3], predict the reactants needed to synthesize it. The reactants are: [C:1]([O:5][C:6]([CH:8]1[NH:20][CH2:19][C:17]2=[C:18]3[C:13](=[C:14]([CH2:21][C:22](=[O:24])[NH2:23])[CH:15]=[CH:16]2)[CH:12]=[CH:11][N:10]3[CH2:9]1)=[O:7])([CH3:4])([CH3:3])[CH3:2].C[O:26][C:27](=O)[C:28]([C:30]1[C:40]2=[C:41]3[C:36](=[CH:37][C:38]([F:42])=[CH:39]2)[C:35]([CH3:44])([CH3:43])[CH2:34][CH2:33][N:32]3[CH:31]=1)=O. (2) Given the product [N+:1]([C:4]1[CH:5]=[CH:6][C:7]([O:8][C:9]([CH3:15])([CH3:14])[C:10]([OH:12])=[O:11])=[CH:16][CH:17]=1)([O-:3])=[O:2], predict the reactants needed to synthesize it. The reactants are: [N+:1]([C:4]1[CH:17]=[CH:16][C:7]([O:8][C:9]([CH3:15])([CH3:14])[C:10]([O:12]C)=[O:11])=[CH:6][CH:5]=1)([O-:3])=[O:2].[OH-].[Na+].Cl. (3) The reactants are: C[O:2][C:3]1[CH:4]=[C:5]2[C:9](=[CH:10][CH:11]=1)[N:8]([CH3:12])[CH:7]=[C:6]2[C:13]1[N:21]([S:22]([C:25]2[CH:30]=[CH:29][C:28]([CH3:31])=[CH:27][CH:26]=2)(=[O:24])=[O:23])[C:16]2=[N:17][CH:18]=[CH:19][CH:20]=[C:15]2[CH:14]=1.B(Br)(Br)Br.C(=O)([O-])[O-].[Na+].[Na+]. Given the product [CH3:12][N:8]1[C:9]2[C:5](=[CH:4][C:3]([OH:2])=[CH:11][CH:10]=2)[C:6]([C:13]2[N:21]([S:22]([C:25]3[CH:30]=[CH:29][C:28]([CH3:31])=[CH:27][CH:26]=3)(=[O:24])=[O:23])[C:16]3=[N:17][CH:18]=[CH:19][CH:20]=[C:15]3[CH:14]=2)=[CH:7]1, predict the reactants needed to synthesize it.